From a dataset of Forward reaction prediction with 1.9M reactions from USPTO patents (1976-2016). Predict the product of the given reaction. (1) Given the reactants C1C(=O)N([Br:8])C(=O)C1.[OH:9][C:10]1[C:20]2[CH2:19][CH2:18][N:17]([C:21]([O:23][C:24]([CH3:27])([CH3:26])[CH3:25])=[O:22])[CH2:16][CH2:15][C:14]=2[NH:13][C:12](=[O:28])[CH:11]=1, predict the reaction product. The product is: [Br:8][C:11]1[C:12](=[O:28])[NH:13][C:14]2[CH2:15][CH2:16][N:17]([C:21]([O:23][C:24]([CH3:25])([CH3:27])[CH3:26])=[O:22])[CH2:18][CH2:19][C:20]=2[C:10]=1[OH:9]. (2) Given the reactants Br[C:2]1[CH:7]=[CH:6][C:5]([CH:8]([N:10]([CH3:12])[CH3:11])[CH3:9])=[CH:4][CH:3]=1.CC([O-])=O.[K+].[CH3:18][C:19]1([CH3:35])[C:23]([CH3:25])([CH3:24])[O:22][B:21]([B:21]2[O:22][C:23]([CH3:25])([CH3:24])[C:19]([CH3:35])([CH3:18])[O:20]2)[O:20]1.O, predict the reaction product. The product is: [CH3:11][N:10]([CH3:12])[CH:8]([C:5]1[CH:6]=[CH:7][C:2]([B:21]2[O:22][C:23]([CH3:25])([CH3:24])[C:19]([CH3:35])([CH3:18])[O:20]2)=[CH:3][CH:4]=1)[CH3:9].